From a dataset of Reaction yield outcomes from USPTO patents with 853,638 reactions. Predict the reaction yield, written as a fraction of the theoretical maximum amount of product (1.0 means a 100% yield; for example, 0.34 means a 34% yield). (1) The reactants are C([O:5][C:6](=[O:49])[CH2:7][CH:8]([NH:16][S:17]([C:20]1[CH:25]=[CH:24][C:23]([NH:26][C:27](=[O:29])[CH3:28])=[CH:22][C:21]=1[O:30][CH2:31][CH2:32][C:33]1[C:42]2[C:37](=[CH:38][CH:39]=[CH:40][CH:41]=2)[C:36]([C:43]([NH:45][N:46]([CH3:48])[CH3:47])=[O:44])=[CH:35][CH:34]=1)(=[O:19])=[O:18])[CH:9](OCC)[O:10]CC)(C)(C)C.C(O)(C(F)(F)F)=O.C(#N)C.O. The catalyst is C(Cl)Cl.O. The product is [C:27]([NH:26][C:23]1[CH:24]=[CH:25][C:20]([S:17]([NH:16][CH:8]([CH:9]=[O:10])[CH2:7][C:6]([OH:49])=[O:5])(=[O:19])=[O:18])=[C:21]([O:30][CH2:31][CH2:32][C:33]2[C:42]3[C:37](=[CH:38][CH:39]=[CH:40][CH:41]=3)[C:36]([C:43]([NH:45][N:46]([CH3:48])[CH3:47])=[O:44])=[CH:35][CH:34]=2)[CH:22]=1)(=[O:29])[CH3:28]. The yield is 0.360. (2) The reactants are [NH2:1][C:2]1[CH:11]=[C:10]([Br:12])[CH:9]=[C:8]([C:13]([F:16])([F:15])[F:14])[C:3]=1[C:4]([O:6][CH3:7])=[O:5].C1C(=O)N([Cl:24])C(=O)C1. The catalyst is C(O)(C)C. The product is [NH2:1][C:2]1[C:3]([C:4]([O:6][CH3:7])=[O:5])=[C:8]([C:13]([F:16])([F:14])[F:15])[C:9]([Cl:24])=[C:10]([Br:12])[CH:11]=1. The yield is 0.270. (3) The reactants are [Cl:1][C:2]1[CH:7]=[CH:6][C:5]([N:8]2[CH:12]=[C:11]([C:13](Cl)=[O:14])[N:10]=[C:9]2[C:16]2[CH:21]=[CH:20][C:19]([Cl:22])=[CH:18][C:17]=2[Cl:23])=[CH:4][CH:3]=1.[NH2:24][N:25]1[CH2:30][CH2:29][CH2:28][CH2:27][CH2:26]1.C(N(CC)CC)C. The catalyst is ClCCl. The product is [Cl:1][C:2]1[CH:7]=[CH:6][C:5]([N:8]2[CH:12]=[C:11]([C:13]([NH:24][N:25]3[CH2:30][CH2:29][CH2:28][CH2:27][CH2:26]3)=[O:14])[N:10]=[C:9]2[C:16]2[CH:21]=[CH:20][C:19]([Cl:22])=[CH:18][C:17]=2[Cl:23])=[CH:4][CH:3]=1. The yield is 0.260. (4) The reactants are [CH:1](=[N:10][NH:11][C:12]([NH2:14])=[S:13])[CH:2]=[CH:3][C:4]1[CH:9]=[CH:8][CH:7]=[CH:6][CH:5]=1.Br[CH2:16][C:17]([C:19]1[CH:24]=[CH:23][C:22]([C:25]([F:28])([F:27])[F:26])=[CH:21][CH:20]=1)=O. The product is [F:26][C:25]([F:27])([F:28])[C:22]1[CH:21]=[CH:20][C:19]([C:17]2[N:14]=[C:12]([NH:11][N:10]=[CH:1][CH:2]=[CH:3][C:4]3[CH:9]=[CH:8][CH:7]=[CH:6][CH:5]=3)[S:13][CH:16]=2)=[CH:24][CH:23]=1. No catalyst specified. The yield is 0.420. (5) The reactants are [OH:1][C:2]1[CH:7]=[C:6]([OH:8])[N:5]=[C:4]([C:9]2[CH:14]=[CH:13][C:12]([F:15])=[CH:11][CH:10]=2)[N:3]=1.C(=O)([O-])[O-].[Na+].[Na+].[N+:22]([O-])([OH:24])=[O:23]. No catalyst specified. The product is [F:15][C:12]1[CH:13]=[CH:14][C:9]([C:4]2[N:5]=[C:6]([OH:8])[C:7]([N+:22]([O-:24])=[O:23])=[C:2]([OH:1])[N:3]=2)=[CH:10][CH:11]=1. The yield is 0.680. (6) The reactants are N12CCN(CC1)CC2.[CH2:9]([O:11][C:12]([C:14]1[C:15](=[O:24])[NH:16][C:17]2[C:21]([C:22]=1Cl)=[CH:20][S:19][CH:18]=2)=[O:13])[CH3:10].[N:25]1([C:31]([C:33]2[S:34][CH:35]=[CH:36][CH:37]=2)=[O:32])[CH2:30][CH2:29][NH:28][CH2:27][CH2:26]1. The catalyst is CC(N(C)C)=O. The product is [CH2:9]([O:11][C:12]([C:14]1[C:15](=[O:24])[NH:16][C:17]2[C:21]([C:22]=1[N:28]1[CH2:29][CH2:30][N:25]([C:31]([C:33]3[S:34][CH:35]=[CH:36][CH:37]=3)=[O:32])[CH2:26][CH2:27]1)=[CH:20][S:19][CH:18]=2)=[O:13])[CH3:10]. The yield is 0.900. (7) The reactants are C([O:9][C:10]1[CH:15]=[C:14]([I:16])[C:13]([O:17][C:18]2[CH:23]=[CH:22][C:21]([O:24][CH3:25])=[C:20]([CH:26]([CH3:28])[CH3:27])[CH:19]=2)=[C:12]([I:29])[CH:11]=1)(=O)C1C=CC=CC=1.[OH-].[Na+].Cl. The catalyst is CO.O. The product is [I:16][C:14]1[CH:15]=[C:10]([OH:9])[CH:11]=[C:12]([I:29])[C:13]=1[O:17][C:18]1[CH:23]=[CH:22][C:21]([O:24][CH3:25])=[C:20]([CH:26]([CH3:27])[CH3:28])[CH:19]=1. The yield is 0.950. (8) The reactants are [F:1][C:2]1[CH:7]=[CH:6][C:5]([C:8]2[CH:9]=[N:10][N:11]([CH3:15])[C:12]=2[CH2:13][OH:14])=[CH:4][CH:3]=1. The catalyst is [O-2].[O-2].[Mn+4].O1CCCC1. The product is [F:1][C:2]1[CH:3]=[CH:4][C:5]([C:8]2[CH:9]=[N:10][N:11]([CH3:15])[C:12]=2[CH:13]=[O:14])=[CH:6][CH:7]=1. The yield is 0.700. (9) The reactants are [CH3:1][C:2]1[N:7]=[C:6]([NH2:8])[CH:5]=[CH:4][CH:3]=1.[Cl:9][CH:10]([CH3:18])[C:11](=O)[CH2:12][C:13](OC)=[O:14].[OH-].[Na+]. No catalyst specified. The product is [Cl:9][CH:10]([C:11]1[N:8]=[C:6]2[CH:5]=[CH:4][CH:3]=[C:2]([CH3:1])[N:7]2[C:13](=[O:14])[CH:12]=1)[CH3:18]. The yield is 0.327. (10) The reactants are O=P(Cl)(Cl)Cl.[CH:6]1([C:12]2[S:13][CH:14]=[C:15]([C:17]([OH:19])=O)[N:16]=2)[CH2:11][CH2:10][CH2:9][CH2:8][CH2:7]1.[C:20]([C:23]1[CH:29]=[CH:28][C:27]([O:30][CH3:31])=[C:26]([CH3:32])[C:24]=1[NH2:25])(=[O:22])[CH3:21]. The catalyst is N1C=CC=CC=1. The product is [C:20]([C:23]1[C:24]([NH:25][C:17]([C:15]2[N:16]=[C:12]([CH:6]3[CH2:7][CH2:8][CH2:9][CH2:10][CH2:11]3)[S:13][CH:14]=2)=[O:19])=[C:26]([CH3:32])[C:27]([O:30][CH3:31])=[CH:28][CH:29]=1)(=[O:22])[CH3:21]. The yield is 0.950.